From a dataset of Forward reaction prediction with 1.9M reactions from USPTO patents (1976-2016). Predict the product of the given reaction. (1) Given the reactants P(=O)(O)(O)O.C([N:10]([CH2:15][CH2:16][CH2:17][CH3:18])[CH2:11][CH2:12][CH2:13][CH3:14])CCC.Cl[C:20]1C=CC(C([C@]2(O)[C@](C(=O)C3C=CC(Cl)=CC=3)(O)[C@@H](COC(=O)C3C=CC(Cl)=CC=3)O[C@@H]2Cl)=O)=C[CH:21]=1.[CH2:56](C(C)=O)[CH:57](C)C, predict the reaction product. The product is: [CH:15]1([NH:10][CH:11]2[CH2:12][CH2:13][CH2:14][CH2:57][CH2:56]2)[CH2:16][CH2:17][CH2:18][CH2:21][CH2:20]1. (2) Given the reactants [NH2:1][C:2]1[CH:9]=[CH:8][C:5]([C:6]#[N:7])=[CH:4][CH:3]=1.[CH2:10]([O:12][C:13]([C:15]1[CH:16]=[C:17]([N:21]2[CH2:25][CH2:24][CH2:23][C@@H:22]2[C:26](O)=[O:27])[CH:18]=[CH:19][CH:20]=1)=[O:14])[CH3:11].P(Cl)(Cl)(Cl)=O.O(Cl)Cl, predict the reaction product. The product is: [CH2:10]([O:12][C:13](=[O:14])[C:15]1[CH:20]=[CH:19][CH:18]=[C:17]([N:21]2[CH2:25][CH2:24][CH2:23][C@@H:22]2[C:26](=[O:27])[NH:1][C:2]2[CH:9]=[CH:8][C:5]([C:6]#[N:7])=[CH:4][CH:3]=2)[CH:16]=1)[CH3:11].